From a dataset of Reaction yield outcomes from USPTO patents with 853,638 reactions. Predict the reaction yield, written as a fraction of the theoretical maximum amount of product (1.0 means a 100% yield; for example, 0.34 means a 34% yield). The reactants are Br[C:2]1[C:6]2[CH:7]=[CH:8][CH:9]=[CH:10][C:5]=2[S:4][C:3]=1[CH2:11][N:12]([CH:25]1[CH2:27][CH2:26]1)[C:13]([C:15]1[C:16]([CH:22]([F:24])[F:23])=[N:17][N:18]([CH3:21])[C:19]=1[F:20])=[O:14].C(=O)([O-])[O-].[Na+].[Na+].CC1(C)C(C)(C)OB([C:42]2[C:46]3[CH:47]=[CH:48][CH:49]=[CH:50][C:45]=3[O:44][CH:43]=2)O1.ClCCl. The catalyst is COCCOC.O.C1C=CC([P]([Pd]([P](C2C=CC=CC=2)(C2C=CC=CC=2)C2C=CC=CC=2)([P](C2C=CC=CC=2)(C2C=CC=CC=2)C2C=CC=CC=2)[P](C2C=CC=CC=2)(C2C=CC=CC=2)C2C=CC=CC=2)(C2C=CC=CC=2)C2C=CC=CC=2)=CC=1. The product is [O:44]1[C:45]2[CH:50]=[CH:49][CH:48]=[CH:47][C:46]=2[C:42]([C:2]2[C:6]3[CH:7]=[CH:8][CH:9]=[CH:10][C:5]=3[S:4][C:3]=2[CH2:11][N:12]([CH:25]2[CH2:27][CH2:26]2)[C:13]([C:15]2[C:16]([CH:22]([F:24])[F:23])=[N:17][N:18]([CH3:21])[C:19]=2[F:20])=[O:14])=[CH:43]1. The yield is 0.630.